Dataset: Forward reaction prediction with 1.9M reactions from USPTO patents (1976-2016). Task: Predict the product of the given reaction. (1) Given the reactants C([O-])=O.[NH4+].[C:5]1([CH3:43])[CH:10]=[CH:9][CH:8]=[C:7]([S:11]([N:14]2[C:23]3[C:18](=[N:19][CH:20]=[C:21]([NH:24]C(=O)OC(C)(C)C)[CH:22]=3)[CH2:17][C@@H:16]([NH:32][C:33](=[O:42])[O:34]CC3C=CC=CC=3)[CH2:15]2)(=[O:13])=[O:12])[CH:6]=1, predict the reaction product. The product is: [NH2:24][C:21]1[CH:22]=[C:23]2[C:18]([CH2:17][C@@H:16]([NH:32][C:33](=[O:42])[O:34][C:5]([CH3:43])([CH3:10])[CH3:6])[CH2:15][N:14]2[S:11]([C:7]2[CH:6]=[C:5]([CH3:43])[CH:10]=[CH:9][CH:8]=2)(=[O:13])=[O:12])=[N:19][CH:20]=1. (2) Given the reactants [CH3:1][C:2]1[CH:10]=[CH:9][C:5]([C:6]([OH:8])=[O:7])=[C:4]([N:11]2[N:15]=[CH:14][CH:13]=[N:12]2)N=1.Br[C:17]1[C:26]2[C:17](=[CH:18][CH:19]=CC=2)[CH:26]=[CH:19][C:18]=1C(O)=O.ClC1N=C(C)C=CC=1C(O)=O, predict the reaction product. The product is: [N:12]1[N:11]([C:4]2[C:19]3[C:2](=[CH:1][CH:26]=[CH:17][CH:18]=3)[CH:10]=[CH:9][C:5]=2[C:6]([OH:8])=[O:7])[N:15]=[CH:14][CH:13]=1. (3) The product is: [CH2:1]([O:3][C:4]([C:6]1[O:7][C:8]2[CH:15]=[CH:14][C:13]([Cl:16])=[CH:12][C:9]=2[C:10]=1[NH:11][C:18]([O:20][CH2:21][CH3:22])=[O:19])=[O:5])[CH3:2]. Given the reactants [CH2:1]([O:3][C:4]([C:6]1[O:7][C:8]2[CH:15]=[CH:14][C:13]([Cl:16])=[CH:12][C:9]=2[C:10]=1[NH2:11])=[O:5])[CH3:2].Cl[C:18]([O:20][CH2:21][CH3:22])=[O:19].C([O-])([O-])=O.[K+].[K+], predict the reaction product. (4) Given the reactants [C:1]1([C:7]2[O:25][C:10]3[N:11]=[CH:12][N:13]=[C:14]([NH:15][CH2:16][CH2:17][CH2:18][CH2:19][CH2:20][C:21]([O:23][CH3:24])=[O:22])[C:9]=3[C:8]=2[C:26]2[CH:31]=[CH:30][C:29]([CH:32]=[CH2:33])=[CH:28][N:27]=2)[CH:6]=[CH:5][CH:4]=[CH:3][CH:2]=1, predict the reaction product. The product is: [CH2:32]([C:29]1[CH:30]=[CH:31][C:26]([C:8]2[C:9]3[C:14]([NH:15][CH2:16][CH2:17][CH2:18][CH2:19][CH2:20][C:21]([O:23][CH3:24])=[O:22])=[N:13][CH:12]=[N:11][C:10]=3[O:25][C:7]=2[C:1]2[CH:2]=[CH:3][CH:4]=[CH:5][CH:6]=2)=[N:27][CH:28]=1)[CH3:33].